From a dataset of Reaction yield outcomes from USPTO patents with 853,638 reactions. Predict the reaction yield, written as a fraction of the theoretical maximum amount of product (1.0 means a 100% yield; for example, 0.34 means a 34% yield). (1) The reactants are C(OC([N:8]1[CH2:13][CH2:12][CH:11]([CH2:14][C:15]2[CH:16]=[C:17]3[C:21](=[C:22]([Cl:24])[CH:23]=2)[C:20](=[O:25])[N:19]([CH2:26][C:27]2[CH:32]=[CH:31][C:30]([O:33][C:34]([F:37])([F:36])[F:35])=[CH:29][CH:28]=2)[CH2:18]3)[CH2:10][CH2:9]1)=O)(C)(C)C.FC(F)(F)C(O)=O. The catalyst is ClCCl. The product is [Cl:24][C:22]1[CH:23]=[C:15]([CH2:14][CH:11]2[CH2:12][CH2:13][NH:8][CH2:9][CH2:10]2)[CH:16]=[C:17]2[C:21]=1[C:20](=[O:25])[N:19]([CH2:26][C:27]1[CH:32]=[CH:31][C:30]([O:33][C:34]([F:36])([F:37])[F:35])=[CH:29][CH:28]=1)[CH2:18]2. The yield is 1.00. (2) The reactants are [CH3:1][O:2][C:3]1[CH:4]=[C:5]2[C:10](=[C:11]3[CH2:15][C:14]([CH3:17])([CH3:16])[O:13][C:12]=13)[C:9]([C:18]1[CH:23]=[CH:22][C:21]([NH2:24])=[CH:20][CH:19]=1)=[N:8][C:7]([CH3:26])([CH3:25])[CH2:6]2.[CH3:27][S:28](Cl)(=[O:30])=[O:29].O. The catalyst is N1C=CC=CC=1. The product is [CH3:1][O:2][C:3]1[CH:4]=[C:5]2[C:10](=[C:11]3[CH2:15][C:14]([CH3:17])([CH3:16])[O:13][C:12]=13)[C:9]([C:18]1[CH:19]=[CH:20][C:21]([NH:24][S:28]([CH3:27])(=[O:30])=[O:29])=[CH:22][CH:23]=1)=[N:8][C:7]([CH3:26])([CH3:25])[CH2:6]2. The yield is 0.390. (3) The reactants are [CH2:1]([N:3]1[C:12]2[C:7](=[N:8][CH:9]=[C:10]([CH2:13][C:14]3[CH:19]=[CH:18][C:17]([F:20])=[CH:16][CH:15]=3)[CH:11]=2)[C:6]([OH:21])=[C:5]([C:22](OCC)=[O:23])[C:4]1=[O:27])[CH3:2].[NH2:28][CH2:29][CH2:30][N:31]1[CH2:35][CH2:34][NH:33][C:32]1=[O:36]. No catalyst specified. The product is [CH2:1]([N:3]1[C:12]2[C:7](=[N:8][CH:9]=[C:10]([CH2:13][C:14]3[CH:15]=[CH:16][C:17]([F:20])=[CH:18][CH:19]=3)[CH:11]=2)[C:6]([OH:21])=[C:5]([C:22]([NH:28][CH2:29][CH2:30][N:31]2[CH2:35][CH2:34][NH:33][C:32]2=[O:36])=[O:23])[C:4]1=[O:27])[CH3:2]. The yield is 0.350. (4) The reactants are [OH:1][C:2]1[CH:7]=[CH:6][C:5]([C:8](=[O:13])[CH:9]=[C:10]([CH3:12])[CH3:11])=[CH:4][CH:3]=1.[Cl-].[Al+3].[Cl-].[Cl-]. The catalyst is C1C(Cl)=CC=C(Cl)C=1. The product is [OH:1][C:2]1[CH:3]=[C:4]2[C:5](=[CH:6][CH:7]=1)[C:8](=[O:13])[CH2:9][C:10]2([CH3:11])[CH3:12]. The yield is 0.320. (5) The reactants are Cl.Cl.[F:3][C:4]([F:13])([F:12])[CH2:5][N:6]1[CH2:11][CH2:10][NH:9][CH2:8][CH2:7]1.C(N(CC)CC)C.[Cl:21][CH2:22][C:23](Cl)=[O:24]. The product is [Cl:21][CH2:22][C:23]([N:9]1[CH2:8][CH2:7][N:6]([CH2:5][C:4]([F:3])([F:12])[F:13])[CH2:11][CH2:10]1)=[O:24]. The yield is 0.670. The catalyst is ClCCl. (6) The reactants are [C:1]([O:4][CH:5]1[C:9]2[N:10]=[CH:11][N:12]=[C:13](Cl)[C:8]=2[C@H:7]([CH3:15])[CH2:6]1)(=[O:3])[CH3:2].[C:16]([N:23]1[CH2:28][CH2:27][NH:26][CH2:25][CH2:24]1)([O:18][C:19]([CH3:22])([CH3:21])[CH3:20])=[O:17]. The catalyst is CN1C(=O)CCC1.C(OCC)(=O)C. The product is [C:1]([O:4][CH:5]1[C:9]2[N:10]=[CH:11][N:12]=[C:13]([N:26]3[CH2:25][CH2:24][N:23]([C:16]([O:18][C:19]([CH3:22])([CH3:21])[CH3:20])=[O:17])[CH2:28][CH2:27]3)[C:8]=2[C@H:7]([CH3:15])[CH2:6]1)(=[O:3])[CH3:2]. The yield is 0.720.